This data is from Forward reaction prediction with 1.9M reactions from USPTO patents (1976-2016). The task is: Predict the product of the given reaction. (1) Given the reactants [NH2:1][C:2]1[CH:29]=[CH:28][C:5]2[NH:6][C:7]([C:12]3[C:13](=[O:27])[N:14]([CH2:22][CH2:23][CH:24]([CH3:26])[CH3:25])[N:15]=[C:16]([CH:19]([CH3:21])[CH3:20])[C:17]=3[OH:18])=[N:8][S:9](=[O:11])(=[O:10])[C:4]=2[CH:3]=1.C(N(CC)CC)C.[C:37](Cl)(=[O:44])[C:38]1[CH:43]=[CH:42][CH:41]=[CH:40][CH:39]=1.C([O-])(O)=O.[Na+], predict the reaction product. The product is: [OH:18][C:17]1[C:16]([CH:19]([CH3:21])[CH3:20])=[N:15][N:14]([CH2:22][CH2:23][CH:24]([CH3:25])[CH3:26])[C:13](=[O:27])[C:12]=1[C:7]1[NH:6][C:5]2[CH:28]=[CH:29][C:2]([NH:1][C:37](=[O:44])[C:38]3[CH:43]=[CH:42][CH:41]=[CH:40][CH:39]=3)=[CH:3][C:4]=2[S:9](=[O:10])(=[O:11])[N:8]=1. (2) Given the reactants COC1C=C(C)C(S(N2CCCCC2COCC(O)=O)(=O)=O)=C(C)C=1.C1C2C(=CN=CC=2)CCN1.C(=O)([O-])O.[Na+].[CH2:41]1[C:50]2[C:45](=[CH:46][N:47]=[CH:48][CH:49]=2)[CH2:44][CH2:43][N:42]1[C:51](=[O:74])[CH2:52][O:53][CH2:54][CH:55]1[CH2:60][CH2:59][CH2:58][CH2:57][N:56]1[S:61]([C:64]1[C:69]([CH3:70])=[CH:68][C:67]([O:71][CH3:72])=[CH:66][C:65]=1[CH3:73])(=[O:63])=[O:62].C[Si](C)(C)[Cl:77], predict the reaction product. The product is: [ClH:77].[CH2:41]1[C:50]2[C:45](=[CH:46][N:47]=[CH:48][CH:49]=2)[CH2:44][CH2:43][N:42]1[C:51](=[O:74])[CH2:52][O:53][CH2:54][CH:55]1[CH2:60][CH2:59][CH2:58][CH2:57][N:56]1[S:61]([C:64]1[C:69]([CH3:70])=[CH:68][C:67]([O:71][CH3:72])=[CH:66][C:65]=1[CH3:73])(=[O:63])=[O:62]. (3) Given the reactants [NH2:1][C@@H:2]([C:26]1[CH:31]=[CH:30][CH:29]=[CH:28][CH:27]=1)[C:3]([N:5]([C:18]1[CH:23]=[CH:22][C:21]([CH3:24])=[C:20]([CH3:25])[CH:19]=1)[CH2:6][CH2:7][C:8]1[CH:9]=[N:10][C:11]([C:14]([F:17])([F:16])[F:15])=[CH:12][CH:13]=1)=[O:4].[N+:32]([CH:35]=[C:36]1[CH2:39][O:38][CH2:37]1)([O-])=O.CCN(CC)CC, predict the reaction product. The product is: [NH2:32][CH2:35][C:36]1([NH:1][C@@H:2]([C:26]2[CH:27]=[CH:28][CH:29]=[CH:30][CH:31]=2)[C:3]([N:5]([C:18]2[CH:23]=[CH:22][C:21]([CH3:24])=[C:20]([CH3:25])[CH:19]=2)[CH2:6][CH2:7][C:8]2[CH:9]=[N:10][C:11]([C:14]([F:17])([F:15])[F:16])=[CH:12][CH:13]=2)=[O:4])[CH2:39][O:38][CH2:37]1.